This data is from Reaction yield outcomes from USPTO patents with 853,638 reactions. The task is: Predict the reaction yield, written as a fraction of the theoretical maximum amount of product (1.0 means a 100% yield; for example, 0.34 means a 34% yield). (1) The reactants are [CH2:1]([C:4]1[C:5]([C:9]([O:11][CH3:12])=[O:10])=[CH:6][NH:7][CH:8]=1)[CH2:2][CH3:3].[Br:13]N1C(=O)CCC1=O. The catalyst is N1C=CC=CC=1. The product is [Br:13][C:8]1[NH:7][CH:6]=[C:5]([C:9]([O:11][CH3:12])=[O:10])[C:4]=1[CH2:1][CH2:2][CH3:3]. The yield is 0.720. (2) The reactants are [N:1]1([C:6]2[CH:11]=[CH:10][C:9]([C:12](=[O:27])[CH2:13][CH:14]([C:19]3[CH:24]=[C:23]([Cl:25])[CH:22]=[C:21]([Cl:26])[CH:20]=3)[C:15]([F:18])([F:17])[F:16])=[CH:8][CH:7]=2)[CH:5]=[N:4][CH:3]=[N:2]1.[CH3:28][Mg]Br. The catalyst is C1COCC1. The product is [N:1]1([C:6]2[CH:7]=[CH:8][C:9]([C:12]([OH:27])([CH2:13][CH:14]([C:19]3[CH:24]=[C:23]([Cl:25])[CH:22]=[C:21]([Cl:26])[CH:20]=3)[C:15]([F:18])([F:16])[F:17])[CH3:28])=[CH:10][CH:11]=2)[CH:5]=[N:4][CH:3]=[N:2]1. The yield is 0.320. (3) The reactants are [F:1][C:2]1[CH:3]=[C:4]([C:9]2[C:17]3[C:12](=[CH:13][C:14]([OH:18])=[CH:15][CH:16]=3)[C:11](=[O:19])[C:10]=2[C:20]2[CH:21]=[N:22][CH:23]=[CH:24][CH:25]=2)[CH:5]=[C:6]([F:8])[CH:7]=1.BrC1C(=O)C2C(C=1C1C=CC=CC=1)=CC=C(O)C=2.O[CH2:45][CH2:46][CH2:47][N:48]1[CH2:53][CH2:52][N:51]([C:54]([O:56][C:57]([CH3:60])([CH3:59])[CH3:58])=[O:55])[CH2:50][CH2:49]1.C1C=CC(P(C2C=CC=CC=2)C2C=CC=CC=2)=CC=1.CC(OC(/N=N/C(OC(C)C)=O)=O)C. No catalyst specified. The product is [F:8][C:6]1[CH:5]=[C:4]([C:9]2[C:17]3[C:12](=[CH:13][C:14]([O:18][CH2:45][CH2:46][CH2:47][N:48]4[CH2:53][CH2:52][N:51]([C:54]([O:56][C:57]([CH3:58])([CH3:60])[CH3:59])=[O:55])[CH2:50][CH2:49]4)=[CH:15][CH:16]=3)[C:11](=[O:19])[C:10]=2[C:20]2[CH:21]=[N:22][CH:23]=[CH:24][CH:25]=2)[CH:3]=[C:2]([F:1])[CH:7]=1. The yield is 0.850.